Dataset: Full USPTO retrosynthesis dataset with 1.9M reactions from patents (1976-2016). Task: Predict the reactants needed to synthesize the given product. Given the product [OH:54][C@H:55]([C@@H:73]([NH:81][C:19](=[O:21])[C@H:14]([CH2:15][C:16](=[O:18])[NH2:17])[NH:13][C:11]([C:2]1[CH:3]=[CH:4][C:5]2[C:10](=[CH:9][CH:8]=[CH:7][CH:6]=2)[N:1]=1)=[O:12])[CH2:74][C:75]1[CH:80]=[CH:79][CH:78]=[CH:77][CH:76]=1)[CH2:56][N:57]([CH2:66][CH:67]1[CH2:68][CH2:69][CH2:70][CH2:71][CH2:72]1)[NH:58][C:59]([O:61][C:62]([CH3:65])([CH3:63])[CH3:64])=[O:60], predict the reactants needed to synthesize it. The reactants are: [N:1]1[C:10]2[C:5](=[CH:6][CH:7]=[CH:8][CH:9]=2)[CH:4]=[CH:3][C:2]=1[C:11]([NH:13][C@H:14]([C:19]([OH:21])=O)[CH2:15][C:16](=[O:18])[NH2:17])=[O:12].C1CCC(N=C=NC2CCCCC2)CC1.C1C=CC2N(O)N=NC=2C=1.CN1CCOCC1.[OH:54][C@H:55]([C@@H:73]([NH2:81])[CH2:74][C:75]1[CH:80]=[CH:79][CH:78]=[CH:77][CH:76]=1)[CH2:56][N:57]([CH2:66][CH:67]1[CH2:72][CH2:71][CH2:70][CH2:69][CH2:68]1)[NH:58][C:59]([O:61][C:62]([CH3:65])([CH3:64])[CH3:63])=[O:60].